Dataset: Reaction yield outcomes from USPTO patents with 853,638 reactions. Task: Predict the reaction yield, written as a fraction of the theoretical maximum amount of product (1.0 means a 100% yield; for example, 0.34 means a 34% yield). (1) The reactants are [NH2:1][OH:2].Cl.C[O:5][C:6](=O)[CH2:7][CH2:8][CH2:9][CH2:10][N:11]([CH2:20][C:21]1[C:26]([CH3:27])=[CH:25][CH:24]=[CH:23][N:22]=1)[CH2:12][C:13]1[C:18]([CH3:19])=[CH:17][CH:16]=[CH:15][N:14]=1. The catalyst is CO. The product is [OH:2][NH:1][C:6](=[O:5])[CH2:7][CH2:8][CH2:9][CH2:10][N:11]([CH2:20][C:21]1[C:26]([CH3:27])=[CH:25][CH:24]=[CH:23][N:22]=1)[CH2:12][C:13]1[C:18]([CH3:19])=[CH:17][CH:16]=[CH:15][N:14]=1. The yield is 0.370. (2) The reactants are [C:1]([O:5][C:6](=[O:19])[CH2:7][C@@H:8]([CH2:17][OH:18])[CH2:9][C@H:10]([CH3:16])[CH2:11][CH2:12][CH2:13][CH2:14][CH3:15])([CH3:4])([CH3:3])[CH3:2].[S:20](Cl)([C:23]1[CH:29]=[CH:28][C:26]([CH3:27])=[CH:25][CH:24]=1)(=[O:22])=[O:21].C(N(CC)CC)C. The catalyst is C(Cl)Cl.CN(C1C=CN=CC=1)C. The product is [C:1]([O:5][C:6](=[O:19])[CH2:7][C@@H:8]([CH2:17][O:18][S:20]([C:23]1[CH:29]=[CH:28][C:26]([CH3:27])=[CH:25][CH:24]=1)(=[O:22])=[O:21])[CH2:9][C@H:10]([CH3:16])[CH2:11][CH2:12][CH2:13][CH2:14][CH3:15])([CH3:3])([CH3:2])[CH3:4]. The yield is 0.960. (3) The reactants are [CH2:1]([C:3]1[O:4][C:5]2[CH:22]=[CH:21][CH:20]=[CH:19][C:6]=2[C:7]=1[C:8]([C:10]1[CH:15]=[CH:14][C:13]([O:16]C)=[C:12]([I:18])[CH:11]=1)=[O:9])[CH3:2]. The catalyst is CN(C=O)C. The product is [CH2:1]([C:3]1[O:4][C:5]2[CH:22]=[CH:21][CH:20]=[CH:19][C:6]=2[C:7]=1[C:8]([C:10]1[CH:15]=[CH:14][C:13]([OH:16])=[C:12]([I:18])[CH:11]=1)=[O:9])[CH3:2]. The yield is 0.0200.